Dataset: Reaction yield outcomes from USPTO patents with 853,638 reactions. Task: Predict the reaction yield, written as a fraction of the theoretical maximum amount of product (1.0 means a 100% yield; for example, 0.34 means a 34% yield). The reactants are [NH:1]1[C:9]2[C:4](=[CH:5][CH:6]=[CH:7][CH:8]=2)[C:3]([CH2:10][N:11]2[CH2:16][CH2:15][CH2:14][C:13]3([CH2:21][CH2:20][NH:19][CH2:18][CH2:17]3)[C:12]2=[O:22])=[CH:2]1.Br[C:24]1[S:25][C:26]2[CH:32]=[CH:31][CH:30]=[CH:29][C:27]=2[N:28]=1.CCN(C(C)C)C(C)C. The catalyst is C(O)C.CN(C1C=CN=CC=1)C. The product is [NH:1]1[C:9]2[C:4](=[CH:5][CH:6]=[CH:7][CH:8]=2)[C:3]([CH2:10][N:11]2[CH2:16][CH2:15][CH2:14][C:13]3([CH2:21][CH2:20][N:19]([C:24]4[S:25][C:26]5[CH:32]=[CH:31][CH:30]=[CH:29][C:27]=5[N:28]=4)[CH2:18][CH2:17]3)[C:12]2=[O:22])=[CH:2]1. The yield is 0.560.